Dataset: Forward reaction prediction with 1.9M reactions from USPTO patents (1976-2016). Task: Predict the product of the given reaction. Given the reactants [CH3:1][O:2][C:3]1[CH:8]=[C:7]([CH3:9])[CH:6]=[CH:5][C:4]=1[OH:10].[H-].[Na+].[Br:13][CH2:14][CH2:15]Br.Cl, predict the reaction product. The product is: [Br:13][CH2:14][CH2:15][O:10][C:4]1[CH:5]=[CH:6][C:7]([CH3:9])=[CH:8][C:3]=1[O:2][CH3:1].